Dataset: Reaction yield outcomes from USPTO patents with 853,638 reactions. Task: Predict the reaction yield, written as a fraction of the theoretical maximum amount of product (1.0 means a 100% yield; for example, 0.34 means a 34% yield). (1) The product is [I:23][C:20]1[CH:21]=[CH:22][C:14]2[NH:13][C:2](=[O:4])[O:17][C:16](=[O:18])[C:15]=2[CH:19]=1. The yield is 0.880. The reactants are Cl[C:2](Cl)([O:4]C(=O)OC(Cl)(Cl)Cl)Cl.[NH2:13][C:14]1[CH:22]=[CH:21][C:20]([I:23])=[CH:19][C:15]=1[C:16]([OH:18])=[O:17]. The catalyst is O1CCCC1. (2) The catalyst is C(Cl)Cl.CN(C1C=CN=CC=1)C. The product is [CH2:14]([NH:21][C:5](=[O:7])[C:4]1[CH:8]=[CH:9][CH:10]=[C:11]([O:12][CH3:13])[C:3]=1[O:2][CH3:1])[CH2:15][CH2:16][CH2:17][CH2:18][CH2:19][CH3:20]. The yield is 0.980. The reactants are [CH3:1][O:2][C:3]1[C:11]([O:12][CH3:13])=[CH:10][CH:9]=[CH:8][C:4]=1[C:5]([OH:7])=O.[CH2:14]([NH2:21])[CH2:15][CH2:16][CH2:17][CH2:18][CH2:19][CH3:20].Cl.C(N=C=NCCCN(C)C)C. (3) The reactants are [CH3:1][O:2][C:3]1[CH:8]=[CH:7][C:6]([CH2:9][C:10]#[N:11])=[CH:5][CH:4]=1.Br[CH2:13][CH2:14][CH2:15][CH2:16][CH2:17]Br.[H-].[Na+].C1C=CC=CC=1. The catalyst is CN(C)C=O. The product is [CH3:1][O:2][C:3]1[CH:8]=[CH:7][C:6]([C:9]2([C:10]#[N:11])[CH2:17][CH2:16][CH2:15][CH2:14][CH2:13]2)=[CH:5][CH:4]=1. The yield is 0.630. (4) The reactants are [OH:1][C:2]1[CH:3]=[CH:4][C:5]2[C:9]([O:10][C:11]3[CH:16]=[CH:15][C:14](/[CH:17]=[CH:18]/[C:19]([OH:21])=[O:20])=[CH:13][CH:12]=3)=[C:8]([C:22]3[CH:27]=[CH:26][CH:25]=[CH:24][C:23]=3[CH:28]([CH3:30])[CH3:29])[S:7][C:6]=2[CH:31]=1.[C:32](OC(O[C:32]([CH3:35])([CH3:34])[CH3:33])N(C)C)([CH3:35])([CH3:34])[CH3:33]. The catalyst is C1(C)C=CC=CC=1.CCOC(C)=O. The product is [OH:1][C:2]1[CH:3]=[CH:4][C:5]2[C:9]([O:10][C:11]3[CH:12]=[CH:13][C:14](/[CH:17]=[CH:18]/[C:19]([O:21][C:32]([CH3:35])([CH3:34])[CH3:33])=[O:20])=[CH:15][CH:16]=3)=[C:8]([C:22]3[CH:27]=[CH:26][CH:25]=[CH:24][C:23]=3[CH:28]([CH3:29])[CH3:30])[S:7][C:6]=2[CH:31]=1. The yield is 0.880. (5) The reactants are [OH:1][C@H:2]([CH2:7][CH2:8][CH2:9][CH2:10][CH2:11][CH2:12][CH2:13][CH2:14][CH2:15][CH2:16][CH3:17])[CH2:3][C:4]([OH:6])=[O:5].C(N(CC)CC)C.Br[CH2:26][C:27]([C:29]1[CH:34]=[CH:33][CH:32]=[CH:31][CH:30]=1)=[O:28]. The catalyst is C(OCC)(=O)C. The product is [OH:1][C@H:2]([CH2:7][CH2:8][CH2:9][CH2:10][CH2:11][CH2:12][CH2:13][CH2:14][CH2:15][CH2:16][CH3:17])[CH2:3][C:4]([O:6][CH2:26][C:27](=[O:28])[C:29]1[CH:34]=[CH:33][CH:32]=[CH:31][CH:30]=1)=[O:5]. The yield is 0.720. (6) The reactants are [CH:1]1([CH2:4][CH2:5][O:6][C:7]2[CH:19]=[CH:18][C:10]([C:11]([NH:13][CH2:14][C:15]([OH:17])=[O:16])=[O:12])=[CH:9][CH:8]=2)[CH2:3][CH2:2]1.OC1C=CC(C(OC)=O)=CC=1.C1(CO)CCC1. No catalyst specified. The product is [CH:4]1([CH2:5][O:6][C:7]2[CH:8]=[CH:9][C:10]([C:11]([NH:13][CH2:14][C:15]([OH:17])=[O:16])=[O:12])=[CH:18][CH:19]=2)[CH2:2][CH2:3][CH2:1]1. The yield is 0.970. (7) The reactants are [Cl:1][C:2]1[CH:7]=[CH:6][C:5]([N:8]([C:12]2[CH:17]=[CH:16][CH:15]=[CH:14][C:13]=2[C:18]([F:21])([F:20])[F:19])[C:9](=[O:11])[NH2:10])=[CH:4][C:3]=1C(O)=O.[NH2:25][C:26]1[CH:27]=[N:28][CH:29]=[CH:30][CH:31]=1.CS(C)=O.[CH2:36]1[CH2:40][O:39][CH2:38][CH2:37]1. The catalyst is ClCCCl.C(Cl)Cl. The product is [Cl:1][C:2]1([C:9](=[O:11])[NH:8][C:5]2[CH:6]=[CH:38][CH:37]=[C:36]([C:40](=[O:39])[NH:25][C:26]3[CH:27]=[N:28][CH:29]=[CH:30][CH:31]=3)[CH:4]=2)[CH:7]=[CH:6][C:5]([N:8]([C:12]2[CH:17]=[CH:16][CH:15]=[CH:14][C:13]=2[C:18]([F:20])([F:21])[F:19])[C:9](=[O:11])[NH2:10])=[CH:4][CH2:3]1. The yield is 0.590.